Binary Classification. Given a T-cell receptor sequence (or CDR3 region) and an epitope sequence, predict whether binding occurs between them. From a dataset of TCR-epitope binding with 47,182 pairs between 192 epitopes and 23,139 TCRs. (1) The epitope is YFPLQSYGF. The TCR CDR3 sequence is CASSDLGLLPLHF. Result: 1 (the TCR binds to the epitope). (2) The epitope is KMQRMLLEK. The TCR CDR3 sequence is CASSPREANEQFF. Result: 0 (the TCR does not bind to the epitope). (3) The epitope is IQYIDIGNY. The TCR CDR3 sequence is CASSQDAHGYNEQFF. Result: 0 (the TCR does not bind to the epitope).